Dataset: Reaction yield outcomes from USPTO patents with 853,638 reactions. Task: Predict the reaction yield, written as a fraction of the theoretical maximum amount of product (1.0 means a 100% yield; for example, 0.34 means a 34% yield). (1) The reactants are [CH2:1]([O:3][C:4]([C@H:6]1[CH2:11][CH2:10][C@H:9]([O:12][C:13]2[CH:18]=[C:17](Cl)[N:16]=[CH:15][N:14]=2)[CH2:8][CH2:7]1)=[O:5])[CH3:2].C(N(CC)CC)C. The catalyst is C(OCC)(=O)C.[Pd]. The product is [CH2:1]([O:3][C:4]([C@H:6]1[CH2:11][CH2:10][C@H:9]([O:12][C:13]2[CH:18]=[CH:17][N:16]=[CH:15][N:14]=2)[CH2:8][CH2:7]1)=[O:5])[CH3:2]. The yield is 1.00. (2) The reactants are [O:1]=[C:2]1[C:10]2[C:5](=[CH:6][CH:7]=[CH:8][CH:9]=2)[C:4](=[O:11])[N:3]1[CH2:12][C@H:13]1[CH2:18][C@@H:17]([O:19][CH3:20])[CH2:16][N:15](C(OCC2C=CC=CC=2)=O)[CH2:14]1.[H][H].N#N. The catalyst is CCO.[Pd]. The product is [CH3:20][O:19][C@H:17]1[CH2:16][NH:15][CH2:14][C@@H:13]([CH2:12][N:3]2[C:4](=[O:11])[C:5]3[C:10](=[CH:9][CH:8]=[CH:7][CH:6]=3)[C:2]2=[O:1])[CH2:18]1. The yield is 0.900. (3) The yield is 0.365. The reactants are [Cl:1][C:2]1[CH:10]=[C:6]([C:7]([OH:9])=O)[C:5]([OH:11])=[CH:4][CH:3]=1.[NH2:12][C:13]1[S:14][CH:15]=[C:16]([C:18]2[CH:23]=[C:22]([F:24])[CH:21]=[CH:20][C:19]=2[F:25])[N:17]=1. No catalyst specified. The product is [Cl:1][C:2]1[CH:3]=[CH:4][C:5]([OH:11])=[C:6]([CH:10]=1)[C:7]([NH:12][C:13]1[S:14][CH:15]=[C:16]([C:18]2[CH:23]=[C:22]([F:24])[CH:21]=[CH:20][C:19]=2[F:25])[N:17]=1)=[O:9]. (4) The reactants are COC1C=CC(C[NH:8][C:9]2[N:10]=[CH:11][CH:12]=[C:13]3[C:18]=2[C:17](=[O:19])[N:16]([CH3:20])[C:15]2[CH:21]=[C:22]([O:25][CH2:26][C@@H:27]([NH:32]C(=O)OC(C)(C)C)[CH2:28][CH:29]([CH3:31])[CH3:30])[CH:23]=[CH:24][C:14]3=2)=CC=1.[C:42]([OH:48])([C:44]([F:47])([F:46])[F:45])=[O:43]. The catalyst is C(Cl)Cl.O.C(#N)C. The product is [C:42]([OH:48])([C:44]([F:47])([F:46])[F:45])=[O:43].[NH2:8][C:9]1[N:10]=[CH:11][CH:12]=[C:13]2[C:18]=1[C:17](=[O:19])[N:16]([CH3:20])[C:15]1[CH:21]=[C:22]([O:25][CH2:26][C@@H:27]([NH2:32])[CH2:28][CH:29]([CH3:30])[CH3:31])[CH:23]=[CH:24][C:14]2=1. The yield is 0.00100.